Task: Predict the product of the given reaction.. Dataset: Forward reaction prediction with 1.9M reactions from USPTO patents (1976-2016) (1) Given the reactants Cl.[F:2][C:3]1[C:8]([NH:9][C:10]2[C:15]([C:16]3[N:24]=[CH:23][N:22]=[C:21]4[C:17]=3[N:18]=[CH:19][N:20]4C3CCCCO3)=[CH:14][CH:13]=[CH:12][N:11]=2)=[C:7]([F:31])[CH:6]=[CH:5][C:4]=1[NH:32][S:33]([C:36]1[N:37]=[CH:38][N:39]([CH3:41])[CH:40]=1)(=[O:35])=[O:34], predict the reaction product. The product is: [N:24]1[C:16]([C:15]2[C:10]([NH:9][C:8]3[C:3]([F:2])=[C:4]([NH:32][S:33]([C:36]4[N:37]=[CH:38][N:39]([CH3:41])[CH:40]=4)(=[O:34])=[O:35])[CH:5]=[CH:6][C:7]=3[F:31])=[N:11][CH:12]=[CH:13][CH:14]=2)=[C:17]2[C:21]([NH:20][CH:19]=[N:18]2)=[N:22][CH:23]=1. (2) Given the reactants [C:1](=[O:4])([O-:3])N.[C:26]([C:20]1[C:21]([N+]([O-])=O)=[CH:22][C:17](OC(O[C:17]2[CH:22]=[C:21]([N+]([O-])=O)[C:20]([C:26]([OH:28])=O)=[CH:19][C:18]=2OC)(C)C)=[C:18](OC)[CH:19]=1)([OH:28])=O.C([O:41][C:42]([N:44]1[CH2:48][C@H:47]([OH:49])[CH2:46][C@H:45]1[CH2:50][O:51][Si](C(C)(C)C)(C)C)=O)C=C.[Si](OC[C@@H]1CC(=C)CN1)(C(C)(C)C)(C)C.C(OC(N1CC(=C)C[C@H]1CO[Si](C(C)(C)C)(C)C)=O)C=C.O[C@H]1[C@@H]2CC(=C)CN2C(=O)C2C=C(I)C=CC=2N1NC(OCC(Cl)(Cl)Cl)=O, predict the reaction product. The product is: [CH2:26]([O:28][C:42]([N:44]1[CH2:48][C@H:47]([OH:49])[CH2:46][C@:45]1([CH2:50][OH:51])[C:1]([OH:3])=[O:4])=[O:41])[C:20]1[CH:19]=[CH:18][CH:17]=[CH:22][CH:21]=1. (3) Given the reactants Cl[C:2]1[C:7]([C:8]([NH:10][C@H:11]([C:13]2[CH:25]=[CH:24][C:16]([C:17]([O:19]C(C)(C)C)=[O:18])=[CH:15][CH:14]=2)[CH3:12])=[O:9])=[CH:6][C:5]([Cl:26])=[CH:4][N:3]=1.[N:27]1[CH:32]=[CH:31][CH:30]=[CH:29][C:28]=1[C:33]1[CH:38]=[CH:37][C:36]([OH:39])=[CH:35][CH:34]=1, predict the reaction product. The product is: [Cl:26][C:5]1[CH:6]=[C:7]([C:8]([NH:10][C@H:11]([C:13]2[CH:14]=[CH:15][C:16]([C:17]([OH:19])=[O:18])=[CH:24][CH:25]=2)[CH3:12])=[O:9])[C:2]([O:39][C:36]2[CH:35]=[CH:34][C:33]([C:28]3[CH:29]=[CH:30][CH:31]=[CH:32][N:27]=3)=[CH:38][CH:37]=2)=[N:3][CH:4]=1. (4) The product is: [CH:1]([O:19][C:18]1[CH:20]=[CH:21][C:13]([CH:12]=[O:11])=[CH:14][C:15]=1[O:16][CH3:17])([CH3:3])[CH3:2]. Given the reactants [CH:1](Br)([CH3:3])[CH3:2].C([O-])([O-])=O.[K+].[K+].[O:11]=[CH:12][C:13]1[CH:21]=[CH:20][C:18]([OH:19])=[C:15]([O:16][CH3:17])[CH:14]=1, predict the reaction product. (5) Given the reactants Br[CH2:2][C:3]1[C:11]([F:12])=[C:10]([C:13]2[CH:18]=[CH:17][CH:16]=[C:15]([Cl:19])[CH:14]=2)[C:6]2[N:7]=[CH:8][S:9][C:5]=2[CH:4]=1.C(N(C(C)C)CC)(C)C.[C:29]([NH:36][CH:37]1[CH2:42][CH2:41][NH:40][CH2:39][CH2:38]1)([O:31][C:32]([CH3:35])([CH3:34])[CH3:33])=[O:30], predict the reaction product. The product is: [C:32]([O:31][C:29](=[O:30])[NH:36][CH:37]1[CH2:42][CH2:41][N:40]([CH2:2][C:3]2[C:11]([F:12])=[C:10]([C:13]3[CH:18]=[CH:17][CH:16]=[C:15]([Cl:19])[CH:14]=3)[C:6]3[N:7]=[CH:8][S:9][C:5]=3[CH:4]=2)[CH2:39][CH2:38]1)([CH3:35])([CH3:33])[CH3:34].